This data is from Full USPTO retrosynthesis dataset with 1.9M reactions from patents (1976-2016). The task is: Predict the reactants needed to synthesize the given product. Given the product [CH3:34][C:25]([CH3:35])([CH2:22][C:21]([C:16]1[CH:17]=[CH:18][CH:19]=[CH:20][N:15]=1)=[O:23])[C:26]([C:28]1[CH:33]=[CH:32][CH:31]=[CH:30][CH:29]=1)=[O:27], predict the reactants needed to synthesize it. The reactants are: [Mg].CCOCC.BrCC.C(NCC)C.[N:15]1[CH:20]=[CH:19][CH:18]=[CH:17][C:16]=1[C:21](=[O:23])[CH3:22].Br[C:25]([CH3:35])([CH3:34])[C:26]([C:28]1[CH:33]=[CH:32][CH:31]=[CH:30][CH:29]=1)=[O:27].OS(O)(=O)=O.CCN(CC)CC.